From a dataset of Forward reaction prediction with 1.9M reactions from USPTO patents (1976-2016). Predict the product of the given reaction. (1) Given the reactants [F:1][C:2]([F:20])([F:19])[C:3]1[CH:18]=[CH:17][C:6]([O:7][CH2:8][C:9]2[CH:14]=[CH:13][C:12]([CH2:15]O)=[CH:11][CH:10]=2)=[CH:5][CH:4]=1.C(N(CC)CC)C.CS([Cl:32])(=O)=O, predict the reaction product. The product is: [Cl:32][CH2:15][C:12]1[CH:13]=[CH:14][C:9]([CH2:8][O:7][C:6]2[CH:17]=[CH:18][C:3]([C:2]([F:20])([F:19])[F:1])=[CH:4][CH:5]=2)=[CH:10][CH:11]=1. (2) Given the reactants [CH3:1][O:2][C:3]([C:5]1[NH:6][C:7]2[C:12]([CH:13]=1)=[C:11]([O:14]C)[CH:10]=[CH:9][CH:8]=2)=[O:4].B(Br)(Br)Br.C(=O)(O)[O-].[Na+], predict the reaction product. The product is: [CH3:1][O:2][C:3]([C:5]1[NH:6][C:7]2[C:12]([CH:13]=1)=[C:11]([OH:14])[CH:10]=[CH:9][CH:8]=2)=[O:4]. (3) Given the reactants [CH2:1]1[CH2:8][NH:7][S:4](=[O:6])(=[O:5])[CH2:3][CH2:2]1.Br[C:10]1[N:19]=[C:18]([C:20]([NH:22][CH2:23][C:24]2[CH:29]=[CH:28][C:27]([F:30])=[CH:26][CH:25]=2)=[O:21])[C:17]([OH:31])=[C:16]2[C:11]=1[CH:12]=[CH:13][CH:14]=[N:15]2, predict the reaction product. The product is: [O:5]=[S:4]1(=[O:6])[CH2:3][CH2:2][CH2:1][CH2:8][N:7]1[C:10]1[N:19]=[C:18]([C:20]([NH:22][CH2:23][C:24]2[CH:29]=[CH:28][C:27]([F:30])=[CH:26][CH:25]=2)=[O:21])[C:17]([OH:31])=[C:16]2[C:11]=1[CH:12]=[CH:13][CH:14]=[N:15]2. (4) Given the reactants [CH2:1]([O:3][C:4](=[O:38])[CH2:5][N:6]([C:11]1[C:15]2[CH:16]=[C:17]([CH2:20][O:21][C:22]3[CH:27]=[CH:26][C:25]([C:28]4[CH:33]=[C:32]([F:34])[C:31]([F:35])=[CH:30][C:29]=4[O:36][CH3:37])=[CH:24][CH:23]=3)[CH:18]=[CH:19][C:14]=2[O:13][N:12]=1)[CH2:7][CH2:8]OC)[CH3:2].FC1C(F)=CC(C2C=CC(OCC3C=CC4ON=C(NCC)C=4C=3)=CC=2)=C(OC)C=1.CCOC(CBr)=O, predict the reaction product. The product is: [CH2:1]([O:3][C:4](=[O:38])[CH2:5][N:6]([C:11]1[C:15]2[CH:16]=[C:17]([CH2:20][O:21][C:22]3[CH:23]=[CH:24][C:25]([C:28]4[CH:33]=[C:32]([F:34])[C:31]([F:35])=[CH:30][C:29]=4[O:36][CH3:37])=[CH:26][CH:27]=3)[CH:18]=[CH:19][C:14]=2[O:13][N:12]=1)[CH2:7][CH3:8])[CH3:2].